The task is: Predict the reactants needed to synthesize the given product.. This data is from Full USPTO retrosynthesis dataset with 1.9M reactions from patents (1976-2016). (1) Given the product [F:32][C:29]1[CH:30]=[C:31]2[C:26](=[CH:27][CH:28]=1)[NH:25][C:24](=[O:33])[C:23]2=[N:22][N:21]=[CH:20][C:17]1[NH:16][C:15]([CH3:34])=[C:14]([C:12]([NH:11][CH2:10][CH2:9][CH2:8][CH2:7][CH2:6][CH2:5][CH2:4][C:3]([OH:35])=[O:2])=[O:13])[C:18]=1[CH3:19], predict the reactants needed to synthesize it. The reactants are: C[O:2][C:3](=[O:35])[CH2:4][CH2:5][CH2:6][CH2:7][CH2:8][CH2:9][CH2:10][NH:11][C:12]([C:14]1[C:18]([CH3:19])=[C:17]([CH:20]=[N:21][N:22]=[C:23]2[C:31]3[C:26](=[CH:27][CH:28]=[C:29]([F:32])[CH:30]=3)[NH:25][C:24]2=[O:33])[NH:16][C:15]=1[CH3:34])=[O:13].CO.[Li+].[OH-].Cl. (2) The reactants are: [BH4-].[Na+].[C:3]1([C:9]([C:11]2[N:15]3[CH:16]=[C:17]([C:20]4[CH:25]=[CH:24][CH:23]=[CH:22][CH:21]=4)[CH:18]=[N:19][C:14]3=[N:13][CH:12]=2)=[O:10])[CH:8]=[CH:7][CH:6]=[CH:5][CH:4]=1.C([O-])(O)=O.[Na+]. Given the product [C:3]1([CH:9]([C:11]2[N:15]3[CH:16]=[C:17]([C:20]4[CH:25]=[CH:24][CH:23]=[CH:22][CH:21]=4)[CH:18]=[N:19][C:14]3=[N:13][CH:12]=2)[OH:10])[CH:4]=[CH:5][CH:6]=[CH:7][CH:8]=1, predict the reactants needed to synthesize it. (3) Given the product [CH3:3][CH:2]([O:4][C:5]1[CH:13]=[CH:12][CH:11]=[C:10]2[C:6]=1[CH2:7][CH:8]([C:14]([OH:16])=[O:15])[CH2:9]2)[CH3:1], predict the reactants needed to synthesize it. The reactants are: [CH3:1][CH:2]([O:4][C:5]1[CH:13]=[CH:12][CH:11]=[C:10]2[C:6]=1[CH2:7][C:8](C(O)=O)([C:14]([OH:16])=[O:15])[CH2:9]2)[CH3:3].Cl.